Dataset: Catalyst prediction with 721,799 reactions and 888 catalyst types from USPTO. Task: Predict which catalyst facilitates the given reaction. (1) Reactant: [F:1][C:2]1[CH:3]=[C:4]([C:12]2[S:16][C:15]([NH2:17])=[N:14][C:13]=2[CH3:18])[CH:5]=[CH:6][C:7]=1[S:8]([CH3:11])(=[O:10])=[O:9].[C:19](Cl)(Cl)=[O:20]. Product: [F:1][C:2]1[CH:3]=[C:4]([C:12]2[S:16][C:15]([N:17]=[C:19]=[O:20])=[N:14][C:13]=2[CH3:18])[CH:5]=[CH:6][C:7]=1[S:8]([CH3:11])(=[O:9])=[O:10]. The catalyst class is: 10. (2) Reactant: C([C:3]1[C:23]([C:24]2[CH:25]=[N:26][C:27]([N:30]3[CH2:35][CH2:34][NH:33][CH2:32][CH2:31]3)=[CH:28][CH:29]=2)=[CH:22][C:6]([C:7]([NH:9][CH2:10][C:11]2[C:12](=[O:21])[NH:13][C:14]([CH3:20])=[CH:15][C:16]=2[CH:17]([CH3:19])[CH3:18])=[O:8])=[C:5]([CH3:36])[C:4]=1[NH:37][CH:38]1[CH2:43][CH2:42][O:41][CH2:40][CH2:39]1)C.[CH3:44][N:45]1[CH2:50][CH2:49][C:48](=O)[CH2:47][CH2:46]1.[C:52](O)(=O)[CH3:53].C(O[BH-](OC(=O)C)OC(=O)C)(=O)C.[Na+]. Product: [CH2:52]([N:37]([CH:38]1[CH2:39][CH2:40][O:41][CH2:42][CH2:43]1)[C:4]1[C:5]([CH3:36])=[C:6]([CH:22]=[C:23]([C:24]2[CH:25]=[N:26][C:27]([N:30]3[CH2:35][CH2:34][N:33]([CH:48]4[CH2:49][CH2:50][N:45]([CH3:44])[CH2:46][CH2:47]4)[CH2:32][CH2:31]3)=[CH:28][CH:29]=2)[CH:3]=1)[C:7]([NH:9][CH2:10][C:11]1[C:12](=[O:21])[NH:13][C:14]([CH3:20])=[CH:15][C:16]=1[CH:17]([CH3:19])[CH3:18])=[O:8])[CH3:53]. The catalyst class is: 68. (3) Reactant: Cl[S:2]([N:5]=C=O)(=[O:4])=[O:3].CC(O)(C)C.[CH3:13][N:14]1[C:18]2[CH:19]=[CH:20][CH:21]=[CH:22][C:17]=2[N:16]([CH:23]2[CH2:28][CH2:27][N:26]([CH2:29][CH2:30][CH2:31][N:32]3[C:40]4[CH2:39][CH2:38][NH:37][CH2:36][C:35]=4[C:34]([C:41]4[CH:46]=[CH:45][C:44]([C:47]([F:50])([F:49])[F:48])=[CH:43][CH:42]=4)=[N:33]3)[CH2:25][CH2:24]2)[C:15]1=[O:51].C(N(CC)CC)C. Product: [CH3:13][N:14]1[C:18]2[CH:19]=[CH:20][CH:21]=[CH:22][C:17]=2[N:16]([CH:23]2[CH2:28][CH2:27][N:26]([CH2:29][CH2:30][CH2:31][N:32]3[C:40]4[CH2:39][CH2:38][N:37]([S:2]([NH2:5])(=[O:4])=[O:3])[CH2:36][C:35]=4[C:34]([C:41]4[CH:42]=[CH:43][C:44]([C:47]([F:49])([F:50])[F:48])=[CH:45][CH:46]=4)=[N:33]3)[CH2:25][CH2:24]2)[C:15]1=[O:51]. The catalyst class is: 512. (4) Reactant: [Br:1][CH2:2][C:3]1[NH:4][C:5](=[O:13])[C:6]2[C:11]([CH:12]=1)=[CH:10][CH:9]=[CH:8][CH:7]=2.[CH:14]1[CH:19]=[CH:18][C:17]([P:20]([C:27]2[CH:32]=[CH:31][CH:30]=[CH:29][CH:28]=2)[C:21]2[CH:26]=[CH:25][CH:24]=[CH:23][CH:22]=2)=[CH:16][CH:15]=1. Product: [Br-:1].[O:13]=[C:5]1[C:6]2[C:11](=[CH:10][CH:9]=[CH:8][CH:7]=2)[CH:12]=[C:3]([CH2:2][P+:20]([C:21]2[CH:22]=[CH:23][CH:24]=[CH:25][CH:26]=2)([C:27]2[CH:32]=[CH:31][CH:30]=[CH:29][CH:28]=2)[C:17]2[CH:16]=[CH:15][CH:14]=[CH:19][CH:18]=2)[NH:4]1. The catalyst class is: 12. (5) Reactant: O.[NH2:2]N.[Cl:4][C:5]1[CH:6]=[CH:7][C:8]([O:24][CH2:25][C:26]2[CH:31]=[CH:30][CH:29]=[CH:28][CH:27]=2)=[C:9]([CH2:11][C:12]2[S:13][CH:14]=[C:15]([C:17](/[N:19]=[CH:20]/[N:21](C)C)=O)[N:16]=2)[CH:10]=1. Product: [Cl:4][C:5]1[CH:6]=[CH:7][C:8]([O:24][CH2:25][C:26]2[CH:31]=[CH:30][CH:29]=[CH:28][CH:27]=2)=[C:9]([CH2:11][C:12]2[S:13][CH:14]=[C:15]([C:17]3[N:19]=[CH:20][NH:21][N:2]=3)[N:16]=2)[CH:10]=1. The catalyst class is: 15. (6) Reactant: C(=O)([O-])[O-].[K+].[K+].[CH2:7]([C:9]([C:31]1[CH:36]=[CH:35][C:34]([OH:37])=[C:33]([CH3:38])[CH:32]=1)([C:12]1[CH:17]=[CH:16][C:15]([C:18]#[C:19][C:20]([OH:29])([C:25]([F:28])([F:27])[F:26])[C:21]([F:24])([F:23])[F:22])=[C:14]([CH3:30])[CH:13]=1)[CH2:10][CH3:11])[CH3:8].[CH3:39][O:40][CH2:41]Cl.[Cl-].[NH4+]. Product: [CH2:7]([C:9]([C:31]1[CH:36]=[CH:35][C:34]([OH:37])=[C:33]([CH3:38])[CH:32]=1)([C:12]1[CH:17]=[CH:16][C:15]([C:18]#[C:19][C:20]([O:29][CH2:39][O:40][CH3:41])([C:25]([F:26])([F:27])[F:28])[C:21]([F:24])([F:23])[F:22])=[C:14]([CH3:30])[CH:13]=1)[CH2:10][CH3:11])[CH3:8]. The catalyst class is: 9.